This data is from Catalyst prediction with 721,799 reactions and 888 catalyst types from USPTO. The task is: Predict which catalyst facilitates the given reaction. (1) Reactant: O=[C:2]1[CH2:7][CH2:6][CH:5]([CH2:8][O:9][C:10]([N:12]2[CH2:16][CH2:15][CH2:14][CH2:13]2)=[O:11])[CH2:4][CH2:3]1.[NH2:17][OH:18]. Product: [OH:18][N:17]=[C:2]1[CH2:7][CH2:6][CH:5]([CH2:8][O:9][C:10]([N:12]2[CH2:16][CH2:15][CH2:14][CH2:13]2)=[O:11])[CH2:4][CH2:3]1. The catalyst class is: 8. (2) Reactant: Cl[C:2]1[CH:7]=[CH:6][C:5]([C:8]2([OH:21])[CH2:13][CH2:12][N:11]([C:14]3[N:19]=[CH:18][NH:17][C:16](=[O:20])[N:15]=3)[CH2:10][CH2:9]2)=[CH:4][CH:3]=1.OC1(C2C=CC=CC=2)CCN(C2N=CNC(=O)N=2)CC1.CC1C=CC(S(O[CH2:53][N:54]2[CH:58]=[CH:57][C:56]([C:59]([F:62])([F:61])[F:60])=[N:55]2)(=O)=O)=CC=1.C(=O)([O-])[O-].[K+].[K+]. Product: [OH:21][C:8]1([C:5]2[CH:6]=[CH:7][CH:2]=[CH:3][CH:4]=2)[CH2:13][CH2:12][N:11]([C:14]2[N:19]=[CH:18][N:17]([CH2:53][N:54]3[CH:58]=[CH:57][C:56]([C:59]([F:62])([F:61])[F:60])=[N:55]3)[C:16](=[O:20])[N:15]=2)[CH2:10][CH2:9]1. The catalyst class is: 145. (3) Reactant: [NH2:1][CH:2]1[CH2:6][N:5]([C:7]2[CH:12]=[CH:11][C:10]([Cl:13])=[C:9]([O:14][CH3:15])[CH:8]=2)[C:4](=[O:16])[CH2:3]1.[F:17][C:18]([F:33])([F:32])[C:19]1[CH:20]=[C:21]([CH:25]=[C:26]([C:28]([F:31])([F:30])[F:29])[CH:27]=1)[C:22](Cl)=[O:23]. Product: [Cl:13][C:10]1[CH:11]=[CH:12][C:7]([N:5]2[C:4](=[O:16])[CH2:3][CH:2]([NH:1][C:22](=[O:23])[C:21]3[CH:25]=[C:26]([C:28]([F:29])([F:30])[F:31])[CH:27]=[C:19]([C:18]([F:17])([F:32])[F:33])[CH:20]=3)[CH2:6]2)=[CH:8][C:9]=1[O:14][CH3:15]. The catalyst class is: 74.